This data is from Forward reaction prediction with 1.9M reactions from USPTO patents (1976-2016). The task is: Predict the product of the given reaction. Given the reactants [C:1]([Si:5]([CH3:30])([CH3:29])[O:6][C@H:7]([CH3:28])[CH2:8][N:9]1[C:17]2[C:12](=[CH:13][CH:14]=[C:15]3[O:21][CH2:20][C@H:19]([O:22][CH2:23][C:24]([O:26]C)=O)[CH2:18][C:16]3=2)[CH:11]=[N:10]1)([CH3:4])([CH3:3])[CH3:2].[NH3:31], predict the reaction product. The product is: [Si:5]([O:6][C@H:7]([CH3:28])[CH2:8][N:9]1[C:17]2[C:12](=[CH:13][CH:14]=[C:15]3[O:21][CH2:20][C@H:19]([O:22][CH2:23][C:24]([NH2:31])=[O:26])[CH2:18][C:16]3=2)[CH:11]=[N:10]1)([C:1]([CH3:2])([CH3:4])[CH3:3])([CH3:29])[CH3:30].